Dataset: Retrosynthesis with 50K atom-mapped reactions and 10 reaction types from USPTO. Task: Predict the reactants needed to synthesize the given product. (1) The reactants are: CCOc1cc(C(C)(C)C)ncc1C1=N[C@@](C)(c2ccc(Cl)cc2)[C@@](C)(c2ccc(Cl)cc2)N1C(=O)Cl.CS(=O)(=O)CCCC1CCNCC1. Given the product CCOc1cc(C(C)(C)C)ncc1C1=N[C@@](C)(c2ccc(Cl)cc2)[C@@](C)(c2ccc(Cl)cc2)N1C(=O)N1CCC(CCCS(C)(=O)=O)CC1, predict the reactants needed to synthesize it. (2) Given the product COc1ccc(C(=O)N2CC3CN(c4nccc(C)n4)CC3C2)c(OC)c1, predict the reactants needed to synthesize it. The reactants are: COc1ccc(C(=O)N2CC3CNCC3C2)c(OC)c1.Cc1ccnc(Cl)n1. (3) Given the product O=C(O)CNC(=O)c1cccs1, predict the reactants needed to synthesize it. The reactants are: CCOC(=O)CNC(=O)c1cccs1. (4) Given the product Cc1c(OCC(F)(F)F)ccnc1CS(=O)c1nc2ccccc2n1S(=O)(=O)c1ccc(OCC(=O)OCCS(=O)(=O)c2ccccc2)c(OCC(=O)OCCS(=O)(=O)c2ccccc2)c1, predict the reactants needed to synthesize it. The reactants are: Cc1c(OCC(F)(F)F)ccnc1CS(=O)c1nc2ccccc2[nH]1.O=C(COc1ccc(S(=O)(=O)Cl)cc1OCC(=O)OCCS(=O)(=O)c1ccccc1)OCCS(=O)(=O)c1ccccc1. (5) Given the product CC(C)(C)c1ccc(COc2cccc(-c3c(C(=O)c4ccccc4)cnc4c(C(F)(F)F)cccc34)c2)cc1, predict the reactants needed to synthesize it. The reactants are: CC(C)(C)c1ccc(CBr)cc1.O=C(c1ccccc1)c1cnc2c(C(F)(F)F)cccc2c1-c1cccc(O)c1.